From a dataset of Catalyst prediction with 721,799 reactions and 888 catalyst types from USPTO. Predict which catalyst facilitates the given reaction. (1) Reactant: Cl[CH2:2][C:3]([N:5]([CH3:7])[CH3:6])=[O:4].[NH2:8][C:9]([NH2:11])=[S:10]. Product: [C:9]([S:10][CH2:2][C:3]([N:5]([CH3:7])[CH3:6])=[O:4])(=[NH:8])[NH2:11]. The catalyst class is: 21. (2) Reactant: [F:1][C:2]([F:9])([F:8])[CH2:3][O:4][CH2:5][CH2:6][OH:7].[S:10](Cl)([C:13]1[CH:19]=[CH:18][C:16]([CH3:17])=[CH:15][CH:14]=1)(=[O:12])=[O:11].O. Product: [CH3:17][C:16]1[CH:18]=[CH:19][C:13]([S:10]([O:7][CH2:6][CH2:5][O:4][CH2:3][C:2]([F:9])([F:8])[F:1])(=[O:12])=[O:11])=[CH:14][CH:15]=1. The catalyst class is: 17. (3) Product: [C:23]([C:4]1[C:5]([NH:8][C:9](=[O:14])[C:10]([CH3:11])([CH3:13])[CH3:12])=[N:6][CH:7]=[C:2]([Cl:1])[CH:3]=1)(=[O:30])[C:24]1[CH:29]=[CH:28][CH:27]=[CH:26][CH:25]=1. Reactant: [Cl:1][C:2]1[CH:3]=[CH:4][C:5]([NH:8][C:9](=[O:14])[C:10]([CH3:13])([CH3:12])[CH3:11])=[N:6][CH:7]=1.C([Li])(C)(C)C.CON(C)[C:23](=[O:30])[C:24]1[CH:29]=[CH:28][CH:27]=[CH:26][CH:25]=1. The catalyst class is: 1. (4) Reactant: C1C=CC(P(C2C=CC=CC=2)C2C=CC=CC=2)=CC=1.II.[CH2:22]([O:29][N:30]1[C:36](=[O:37])[N:35]2[CH2:38][C@H:31]1[CH2:32][CH2:33][C@H:34]2[C:39]([NH:41][NH:42][C:43](=O)[CH2:44][CH:45]1[CH2:48][N:47]([C:49]([O:51][C:52]([CH3:55])([CH3:54])[CH3:53])=[O:50])[CH2:46]1)=[O:40])[C:23]1[CH:28]=[CH:27][CH:26]=[CH:25][CH:24]=1. Product: [CH2:22]([O:29][N:30]1[C:36](=[O:37])[N:35]2[CH2:38][C@H:31]1[CH2:32][CH2:33][C@H:34]2[C:39]1[O:40][C:43]([CH2:44][CH:45]2[CH2:48][N:47]([C:49]([O:51][C:52]([CH3:55])([CH3:53])[CH3:54])=[O:50])[CH2:46]2)=[N:42][N:41]=1)[C:23]1[CH:24]=[CH:25][CH:26]=[CH:27][CH:28]=1. The catalyst class is: 2. (5) Reactant: [CH3:1][O:2][C:3]1[CH:8]=[CH:7][C:6]([C@H:9]([N:11]2[C:15](=[O:16])[CH2:14][C@@H:13]([CH:17]=[O:18])[CH2:12]2)[CH3:10])=[CH:5][CH:4]=1.[F-].C([N+](CCCC)(CCCC)CCCC)CCC.C[Si](C)(C)[C:39]([F:42])([F:41])[F:40]. Product: [CH3:1][O:2][C:3]1[CH:8]=[CH:7][C:6]([C@H:9]([N:11]2[CH2:12][C@H:13]([CH:17]([OH:18])[C:39]([F:42])([F:41])[F:40])[CH2:14][C:15]2=[O:16])[CH3:10])=[CH:5][CH:4]=1. The catalyst class is: 11. (6) Reactant: C([Li])CCC.[CH3:6][C:7]1[N:8]([C:20]([C:33]2[CH:38]=[CH:37][CH:36]=[CH:35][CH:34]=2)([C:27]2[CH:32]=[CH:31][CH:30]=[CH:29][CH:28]=2)[C:21]2[CH:26]=[CH:25][CH:24]=[CH:23][CH:22]=2)[CH:9]=[C:10]([CH2:12][C:13]2([C:16]([F:19])([F:18])[F:17])[CH2:15][CH2:14]2)[N:11]=1.[Br:39][C:40]1[CH:41]=[C:42]2[C:46](=[CH:47][CH:48]=1)[C:45](=[O:49])[CH2:44][CH2:43]2. Product: [Br:39][C:40]1[CH:41]=[C:42]2[C:46](=[CH:47][CH:48]=1)[C:45]([CH2:6][C:7]1[N:8]([C:20]([C:33]3[CH:38]=[CH:37][CH:36]=[CH:35][CH:34]=3)([C:27]3[CH:28]=[CH:29][CH:30]=[CH:31][CH:32]=3)[C:21]3[CH:22]=[CH:23][CH:24]=[CH:25][CH:26]=3)[CH:9]=[C:10]([CH2:12][C:13]3([C:16]([F:17])([F:18])[F:19])[CH2:14][CH2:15]3)[N:11]=1)([OH:49])[CH2:44][CH2:43]2. The catalyst class is: 1. (7) Reactant: [CH:1]1([NH:6][CH2:7][C:8]([OH:16])([CH2:14][CH3:15])[C:9]([O:11][CH2:12][CH3:13])=[O:10])[CH2:5][CH2:4][CH2:3][CH2:2]1.[CH2:17](Br)[C:18]1[CH:23]=[CH:22][CH:21]=[CH:20][CH:19]=1.C([O-])([O-])=O.[K+].[K+].CCOC(C)=O. Product: [CH2:17]([N:6]([CH2:7][C:8]([OH:16])([CH2:14][CH3:15])[C:9]([O:11][CH2:12][CH3:13])=[O:10])[CH:1]1[CH2:2][CH2:3][CH2:4][CH2:5]1)[C:18]1[CH:23]=[CH:22][CH:21]=[CH:20][CH:19]=1. The catalyst class is: 10. (8) Reactant: [Cl:1][S:2]([C:5]1[S:9][C:8]([CH3:10])=[C:7]([C:11](Cl)=[O:12])[CH:6]=1)(=[O:4])=[O:3].[NH2:14][C:15]1[CH:16]=[C:17]([CH3:24])[C:18]([F:23])=[C:19]([CH:22]=1)[C:20]#[N:21]. Product: [C:20]([C:19]1[CH:22]=[C:15]([NH:14][C:11]([C:7]2[CH:6]=[C:5]([S:2]([Cl:1])(=[O:4])=[O:3])[S:9][C:8]=2[CH3:10])=[O:12])[CH:16]=[C:17]([CH3:24])[C:18]=1[F:23])#[N:21]. The catalyst class is: 11. (9) Reactant: [Br:1][CH2:2][CH2:3][CH2:4][CH2:5][O:6][C:7]1[CH:14]=[CH:13][C:10]([CH:11]=O)=[C:9]([OH:15])[CH:8]=1.[OH2:16].[NH2:17][NH2:18]. Product: [N:17](=[CH:11]/[C:10]1[C:9]([OH:16])=[CH:8][C:7]([O:6][CH2:5][CH2:4][CH2:3][CH2:2][Br:1])=[CH:14][CH:13]=1)\[N:18]=[CH:11]\[C:10]1[C:9]([OH:15])=[CH:8][C:7]([O:6][CH2:5][CH2:4][CH2:3][CH2:2][Br:1])=[CH:14][CH:13]=1. The catalyst class is: 8.